Dataset: Full USPTO retrosynthesis dataset with 1.9M reactions from patents (1976-2016). Task: Predict the reactants needed to synthesize the given product. (1) Given the product [CH3:24][N:25]1[CH2:30][CH2:29][CH:28]([C:31]([NH:33][C:2]2[CH:7]=[C:6]([O:8][C:9]3[CH:10]=[N:11][C:12]([N+:15]([O-:17])=[O:16])=[CH:13][CH:14]=3)[CH:5]=[CH:4][N:3]=2)=[O:32])[CH2:27][CH2:26]1, predict the reactants needed to synthesize it. The reactants are: Cl[C:2]1[CH:7]=[C:6]([O:8][C:9]2[CH:10]=[N:11][C:12]([N+:15]([O-:17])=[O:16])=[CH:13][CH:14]=2)[CH:5]=[CH:4][N:3]=1.C([O-])([O-])=O.[Cs+].[Cs+].[CH3:24][N:25]1[CH2:30][CH2:29][CH:28]([C:31]([NH2:33])=[O:32])[CH2:27][CH2:26]1.O. (2) Given the product [CH2:13]([O:9][CH2:8][C:3]1([CH2:10][O:11][CH2:13][CH2:14][CH2:15][CH2:16][CH2:17][CH2:18][CH2:19][CH2:20][CH2:21][CH2:22][CH2:28][CH3:30])[CH2:7][CH:6]=[CH:5][CH2:4]1)[CH2:14][CH2:15][CH2:16][CH2:17][CH2:18][CH2:19][CH2:20][CH2:21][CH2:22][CH2:23][CH3:24], predict the reactants needed to synthesize it. The reactants are: [H-].[Na+].[C:3]1([CH2:10][OH:11])([CH2:8][OH:9])[CH2:7][CH:6]=[CH:5][CH2:4]1.Br[CH2:13][CH2:14][CH2:15][CH2:16][CH2:17][CH2:18][CH2:19][CH2:20][CH2:21][CH2:22][CH2:23][CH3:24].CCO[C:28]([CH3:30])=O. (3) Given the product [N:14]1[CH:15]=[CH:16][CH:17]=[N:18][C:13]=1[O:1][C:2]1[CH:3]=[C:4]([CH:9]=[CH:10][CH:11]=1)[C:5]([O:7][CH3:8])=[O:6], predict the reactants needed to synthesize it. The reactants are: [OH:1][C:2]1[CH:3]=[C:4]([CH:9]=[CH:10][CH:11]=1)[C:5]([O:7][CH3:8])=[O:6].Cl[C:13]1[N:18]=[CH:17][CH:16]=[CH:15][N:14]=1.C(=O)([O-])[O-].[K+].[K+].C(OCC)(=O)C. (4) The reactants are: [C:1]1([CH:11]([NH:13][CH:14]2[CH2:19][CH2:18][CH2:17][CH:16]([C:20]3[CH:34]=[CH:33][C:23]([C:24]([NH:26][CH:27]4[CH2:31][CH2:30][O:29][C:28]4=[O:32])=[O:25])=[CH:22][CH:21]=3)[CH2:15]2)[CH3:12])[C:10]2[C:5](=[CH:6][CH:7]=[CH:8][CH:9]=2)[CH:4]=[CH:3][CH:2]=1.C1([C@H](N[C@H]2CCC[C@H](C3C=CC(C(N[C@@H]4CCOC4=O)=[O:59])=CC=3)C2)C)C2C(=CC=CC=2)C=CC=1. Given the product [OH:29][CH2:30][CH2:31][C@@H:27]([NH:26][C:24](=[O:25])[C:23]1[CH:22]=[CH:21][C:20]([C@H:16]2[CH2:17][CH2:18][CH2:19][C@H:14]([NH:13][C@@H:11]([C:1]3[C:10]4[C:5](=[CH:6][CH:7]=[CH:8][CH:9]=4)[CH:4]=[CH:3][CH:2]=3)[CH3:12])[CH2:15]2)=[CH:34][CH:33]=1)[C:28]([OH:59])=[O:32], predict the reactants needed to synthesize it. (5) Given the product [F:10][C:6]1[C:5]([N+:11]([O-:13])=[O:12])=[C:4]([N:1]=[P:20]([C:21]2[CH:22]=[CH:23][CH:24]=[CH:25][CH:26]=2)([C:27]2[CH:32]=[CH:31][CH:30]=[CH:29][CH:28]=2)[C:14]2[CH:15]=[CH:16][CH:17]=[CH:18][CH:19]=2)[CH:9]=[CH:8][CH:7]=1, predict the reactants needed to synthesize it. The reactants are: [N:1]([C:4]1[CH:9]=[CH:8][CH:7]=[C:6]([F:10])[C:5]=1[N+:11]([O-:13])=[O:12])=[N+]=[N-].[C:14]1([P:20]([C:27]2[CH:32]=[CH:31][CH:30]=[CH:29][CH:28]=2)[C:21]2[CH:26]=[CH:25][CH:24]=[CH:23][CH:22]=2)[CH:19]=[CH:18][CH:17]=[CH:16][CH:15]=1. (6) Given the product [F:1][C:2]1[CH:3]=[C:4]([NH:9][C:10](=[O:16])[O:11][C:12]([CH3:13])([CH3:15])[CH3:14])[CH:5]=[CH:6][C:7]=1[O:8][C:18]1[CH:23]=[CH:22][C:21]([N+:24]([O-:26])=[O:25])=[CH:20][N:19]=1, predict the reactants needed to synthesize it. The reactants are: [F:1][C:2]1[CH:3]=[C:4]([NH:9][C:10](=[O:16])[O:11][C:12]([CH3:15])([CH3:14])[CH3:13])[CH:5]=[CH:6][C:7]=1[OH:8].Cl[C:18]1[CH:23]=[CH:22][C:21]([N+:24]([O-:26])=[O:25])=[CH:20][N:19]=1.C(=O)([O-])[O-].[Cs+].[Cs+].O.